This data is from Retrosynthesis with 50K atom-mapped reactions and 10 reaction types from USPTO. The task is: Predict the reactants needed to synthesize the given product. (1) Given the product COC(=O)c1ccc(Nc2nc(Cl)ccc2C(N)=O)cc1, predict the reactants needed to synthesize it. The reactants are: COC(=O)c1ccc(N)cc1.NC(=O)c1ccc(Cl)nc1Cl. (2) Given the product CC(C)CNc1ccc(F)cc1, predict the reactants needed to synthesize it. The reactants are: CC(C)C=O.Nc1ccc(F)cc1. (3) Given the product Cc1cc(=O)oc2cc(OCC(=O)NCCCCON)ccc12, predict the reactants needed to synthesize it. The reactants are: Cc1cc(=O)oc2cc(OCC(=O)NCCCCONC(=O)OC(C)(C)C)ccc12. (4) Given the product Cc1ccc(S(=O)(=O)n2cc(-c3nccc(C4CC4)n3)c3cc(-c4nnc(NC(C)(C)C)o4)ccc32)cc1, predict the reactants needed to synthesize it. The reactants are: Brc1nccc(C2CC2)n1.Cc1ccc(S(=O)(=O)n2cc(B3OC(C)(C)C(C)(C)O3)c3cc(-c4nnc(NC(C)(C)C)o4)ccc32)cc1.